From a dataset of Catalyst prediction with 721,799 reactions and 888 catalyst types from USPTO. Predict which catalyst facilitates the given reaction. (1) Reactant: Cl[C:2]([O:4][CH2:5][C:6]1[CH:11]=[CH:10][CH:9]=[CH:8][CH:7]=1)=[O:3].[NH:12]1[CH2:16][CH2:15][C@@H:14]([OH:17])[CH2:13]1.C(N(CC)CC)C. Product: [OH:17][C@@H:14]1[CH2:15][CH2:16][N:12]([C:2]([O:4][CH2:5][C:6]2[CH:11]=[CH:10][CH:9]=[CH:8][CH:7]=2)=[O:3])[CH2:13]1. The catalyst class is: 2. (2) Reactant: [Cl:1][C:2]1[N:7]=[C:6]([NH2:8])[C:5]([CH:9]=[CH:10]OCC)=[CH:4][N:3]=1.Cl. Product: [Cl:1][C:2]1[N:3]=[CH:4][C:5]2[CH:9]=[CH:10][NH:8][C:6]=2[N:7]=1. The catalyst class is: 378. (3) Reactant: O[NH:2][C:3]([C:5]1[CH:6]=[CH:7][C:8]2[C:9](=[C:19]3[CH2:25][CH:24]4[N:26]([C:27](=[O:32])[C:28]([F:31])([F:30])[F:29])[CH:21]([CH2:22][CH2:23]4)[CH2:20]3)[C:10]3[C:15]([O:16][C:17]=2[CH:18]=1)=[CH:14][CH:13]=[CH:12][CH:11]=3)=[NH:4].C1N=CN([C:38](N2C=NC=C2)=[S:39])C=1.C1C[O:48]CC1. Product: [F:29][C:28]([F:31])([F:30])[C:27]([N:26]1[CH:24]2[CH2:23][CH2:22][CH:21]1[CH2:20][C:19](=[C:9]1[C:8]3[CH:7]=[CH:6][C:5]([C:3]4[NH:2][C:38](=[O:48])[S:39][N:4]=4)=[CH:18][C:17]=3[O:16][C:15]3[C:10]1=[CH:11][CH:12]=[CH:13][CH:14]=3)[CH2:25]2)=[O:32]. The catalyst class is: 6. (4) Reactant: [BH4-].[Na+].CO.[CH3:5][O:6][C:7](=[O:32])[CH2:8][CH2:9][CH2:10][CH2:11][CH2:12][CH2:13][N:14]1[CH:19](/[CH:20]=[CH:21]/[C:22](=[O:30])[CH2:23][C:24]2[CH:29]=[CH:28][CH:27]=[CH:26][CH:25]=2)[CH2:18][CH2:17][CH2:16][C:15]1=[O:31]. Product: [CH3:5][O:6][C:7](=[O:32])[CH2:8][CH2:9][CH2:10][CH2:11][CH2:12][CH2:13][N:14]1[C:15](=[O:31])[CH2:16][CH2:17][CH2:18][CH:19]1/[CH:20]=[CH:21]/[CH:22]([OH:30])[CH2:23][C:24]1[CH:29]=[CH:28][CH:27]=[CH:26][CH:25]=1. The catalyst class is: 2. (5) Reactant: [CH3:1][N:2]1[C:10]2[C:5](=[CH:6][C:7]([NH2:11])=[CH:8][CH:9]=2)[C:4]([C:12]2[NH:20][C:15]3=[N:16][CH:17]=[CH:18][CH:19]=[C:14]3[CH:13]=2)=[CH:3]1.C(N(CC)CC)C.[CH3:28][S:29](Cl)(=[O:31])=[O:30]. Product: [CH3:1][N:2]1[C:10]2[C:5](=[CH:6][C:7]([NH:11][S:29]([CH3:28])(=[O:31])=[O:30])=[CH:8][CH:9]=2)[C:4]([C:12]2[NH:20][C:15]3=[N:16][CH:17]=[CH:18][CH:19]=[C:14]3[CH:13]=2)=[CH:3]1. The catalyst class is: 4.